Predict the reaction yield, written as a fraction of the theoretical maximum amount of product (1.0 means a 100% yield; for example, 0.34 means a 34% yield). From a dataset of Reaction yield outcomes from USPTO patents with 853,638 reactions. (1) The reactants are [Cl:1][C:2]1[CH:10]=[CH:9][C:5]([C:6](Cl)=[O:7])=[CH:4][CH:3]=1.[CH2:11]([NH:18][C:19]([C:21]1[S:25][C:24]([NH2:26])=[N:23][C:22]=1[CH3:27])=[O:20])[C:12]1[CH:17]=[CH:16][CH:15]=[CH:14][CH:13]=1. No catalyst specified. The product is [CH2:11]([NH:18][C:19]([C:21]1[S:25][C:24]([NH:26][C:6](=[O:7])[C:5]2[CH:9]=[CH:10][C:2]([Cl:1])=[CH:3][CH:4]=2)=[N:23][C:22]=1[CH3:27])=[O:20])[C:12]1[CH:17]=[CH:16][CH:15]=[CH:14][CH:13]=1. The yield is 0.230. (2) The reactants are [C:1]1([CH2:7][CH2:8][C:9](O)=O)[CH:6]=[CH:5][CH:4]=[CH:3][CH:2]=1.[C:12]1(B(O)O)[CH:17]=[CH:16][CH:15]=[CH:14][CH:13]=1.O.[C:22](OC(=O)C(C)(C)C)(=[O:27])C(C)(C)C. The catalyst is C([O-])(=O)C.[Pd+2].C([O-])(=O)C.C1(P(C2C=CC=CC=2)[C-]2C=CC=C2)C=CC=CC=1.[CH-]1C=CC=C1.[Fe+2].C1COCC1. The product is [C:12]1([C:22]([CH2:9][CH2:8][CH2:7][C:1]2[CH:2]=[CH:3][CH:4]=[CH:5][CH:6]=2)=[O:27])[CH:17]=[CH:16][CH:15]=[CH:14][CH:13]=1. The yield is 0.830. (3) The reactants are [Cl-].O[NH3+:3].[C:4](=[O:7])([O-])[OH:5].[Na+].CS(C)=O.[O:13]1[C:17]([C@H:18]2[CH2:23][CH2:22][C@H:21]([N:24]3[C:29](=[O:30])[C:28]([CH2:31][C:32]4[CH:37]=[CH:36][C:35]([C:38]5[C:39]([C:44]#[N:45])=[CH:40][CH:41]=[CH:42][CH:43]=5)=[CH:34][CH:33]=4)=[C:27]([CH2:46][CH2:47][CH3:48])[N:26]4[N:49]=[CH:50][N:51]=[C:25]34)[CH2:20][CH2:19]2)=[CH:16][N:15]=[CH:14]1. The catalyst is C(OCC)(=O)C. The product is [O:13]1[C:17]([C@H:18]2[CH2:23][CH2:22][C@H:21]([N:24]3[C:29](=[O:30])[C:28]([CH2:31][C:32]4[CH:37]=[CH:36][C:35]([C:38]5[CH:43]=[CH:42][CH:41]=[CH:40][C:39]=5[C:44]5[NH:3][C:4](=[O:7])[O:5][N:45]=5)=[CH:34][CH:33]=4)=[C:27]([CH2:46][CH2:47][CH3:48])[N:26]4[N:49]=[CH:50][N:51]=[C:25]34)[CH2:20][CH2:19]2)=[CH:16][N:15]=[CH:14]1. The yield is 0.290. (4) The reactants are [F:1][C:2]([F:11])([F:10])[C:3]1[CH:9]=[CH:8][CH:7]=[CH:6][C:4]=1[NH2:5].N1C=CC=CC=1.[N+:18]([C:21]1[CH:26]=[CH:25][C:24]([S:27](Cl)(=[O:29])=[O:28])=[CH:23][CH:22]=1)([O-:20])=[O:19]. The catalyst is C(Cl)Cl. The product is [N+:18]([C:21]1[CH:22]=[CH:23][C:24]([S:27]([NH:5][C:4]2[CH:6]=[CH:7][CH:8]=[CH:9][C:3]=2[C:2]([F:10])([F:11])[F:1])(=[O:29])=[O:28])=[CH:25][CH:26]=1)([O-:20])=[O:19]. The yield is 0.820. (5) The reactants are [Na+].[Cl:2][C:3]1[CH:4]=[C:5]([NH:17][C:18]2[C:27]3[C:22](=[CH:23][CH:24]=[CH:25][C:26]=3[O:28][CH2:29][C:30]([O-])=[O:31])[N:21]=[CH:20][N:19]=2)[CH:6]=[CH:7][C:8]=1[O:9][CH2:10][C:11]1[CH:16]=[CH:15][CH:14]=[CH:13][N:12]=1.CN(C(ON1N=NC2[CH:44]=[CH:45][CH:46]=[N:47]C1=2)=[N+](C)C)C.F[P-](F)(F)(F)(F)F.CCN(C(C)C)C(C)C.C1(N)CC1. No catalyst specified. The product is [Cl:2][C:3]1[CH:4]=[C:5]([NH:17][C:18]2[C:27]3[C:22](=[CH:23][CH:24]=[CH:25][C:26]=3[O:28][CH2:29][C:30]([NH:47][CH:46]3[CH2:44][CH2:45]3)=[O:31])[N:21]=[CH:20][N:19]=2)[CH:6]=[CH:7][C:8]=1[O:9][CH2:10][C:11]1[CH:16]=[CH:15][CH:14]=[CH:13][N:12]=1. The yield is 0.0200. (6) The reactants are [CH2:1]([N:5]1[CH:9]=[C:8]([C:10]([O:12][C:13]([CH3:16])([CH3:15])[CH3:14])=[O:11])[N:7]=[N:6]1)[CH2:2][C:3]#[CH:4].I[C:18]1[N:23]=[N:22][C:21]([NH2:24])=[CH:20][CH:19]=1.C(Cl)Cl.CO. The catalyst is C1COCC1.Cl[Pd](Cl)([P](C1C=CC=CC=1)(C1C=CC=CC=1)C1C=CC=CC=1)[P](C1C=CC=CC=1)(C1C=CC=CC=1)C1C=CC=CC=1.[Cu]I. The product is [NH2:24][C:21]1[N:22]=[N:23][C:18]([C:4]#[C:3][CH2:2][CH2:1][N:5]2[CH:9]=[C:8]([C:10]([O:12][C:13]([CH3:16])([CH3:15])[CH3:14])=[O:11])[N:7]=[N:6]2)=[CH:19][CH:20]=1. The yield is 0.840. (7) The reactants are C([Si](C)(C)[O:6][CH2:7][CH2:8][N:9]([CH2:36][CH3:37])[CH2:10][CH2:11][CH2:12][CH2:13][O:14][C:15]1[CH:35]=[CH:34][C:18]2[C:19]([C:22]3[CH:27]=[CH:26][C:25]([C:28]#[C:29][CH2:30][N:31]([CH3:33])[CH3:32])=[CH:24][CH:23]=3)=[N:20][S:21][C:17]=2[CH:16]=1)(C)(C)C.[N+](CCCC)(CCCC)(CCCC)CCCC.[F-]. The catalyst is C1COCC1. The product is [CH3:33][N:31]([CH3:32])[CH2:30][C:29]#[C:28][C:25]1[CH:26]=[CH:27][C:22]([C:19]2[C:18]3[CH:34]=[CH:35][C:15]([O:14][CH2:13][CH2:12][CH2:11][CH2:10][N:9]([CH2:36][CH3:37])[CH2:8][CH2:7][OH:6])=[CH:16][C:17]=3[S:21][N:20]=2)=[CH:23][CH:24]=1. The yield is 0.660. (8) The reactants are CO[C:3](=[O:24])[C:4]1[CH:9]=[CH:8][C:7]([O:10][CH2:11][C:12]2[C:13]([C:17]3[CH:22]=[CH:21][C:20]([F:23])=[CH:19][CH:18]=3)=[N:14][O:15][CH:16]=2)=[N:6][CH:5]=1.[NH2:25][CH:26]([CH2:29][OH:30])[CH2:27][OH:28]. No catalyst specified. The product is [F:23][C:20]1[CH:19]=[CH:18][C:17]([C:13]2[C:12]([CH2:11][O:10][C:7]3[CH:8]=[CH:9][C:4]([C:3]([NH:25][CH:26]([CH2:29][OH:30])[CH2:27][OH:28])=[O:24])=[CH:5][N:6]=3)=[CH:16][O:15][N:14]=2)=[CH:22][CH:21]=1. The yield is 0.490.